Dataset: M1 muscarinic receptor antagonist screen with 61,756 compounds. Task: Binary Classification. Given a drug SMILES string, predict its activity (active/inactive) in a high-throughput screening assay against a specified biological target. (1) The compound is s1c(c2onc(c2)C(=O)Nc2c(SC)cccc2)ccc1. The result is 0 (inactive). (2) The compound is Clc1ccc(N2CCN(C3CC(=O)N(C3=O)CC)CC2)cc1. The result is 0 (inactive). (3) The molecule is S(=O)(=O)(N1CCCc2c1cccc2)c1sccc1. The result is 0 (inactive). (4) The compound is O(C1CCCCC1)C(=O)Cc1c(O)c2c([nH]c1=O)cccc2. The result is 0 (inactive). (5) The compound is S(c1n(c2c(n(c(=O)n(c2=O)C)C)n1)CCC)CC(=O)NCCc1cc(OC)c(OC)cc1. The result is 0 (inactive).